The task is: Predict the reactants needed to synthesize the given product.. This data is from Full USPTO retrosynthesis dataset with 1.9M reactions from patents (1976-2016). (1) Given the product [CH3:39][O:38][N:37]([CH3:36])[C:17]([CH:13]1[CH2:14][CH2:15][CH2:16][N:11]([C:9]([O:8][CH2:1][C:2]2[CH:3]=[CH:4][CH:5]=[CH:6][CH:7]=2)=[O:10])[CH2:12]1)=[O:19], predict the reactants needed to synthesize it. The reactants are: [CH2:1]([O:8][C:9]([N:11]1[CH2:16][CH2:15][CH2:14][CH:13]([C:17]([OH:19])=O)[CH2:12]1)=[O:10])[C:2]1[CH:7]=[CH:6][CH:5]=[CH:4][CH:3]=1.CN1CCOCC1.ClC(OCC(C)C)=O.Cl.[CH3:36][NH:37][O:38][CH3:39]. (2) Given the product [Br:16][C:17]1[CH:22]=[C:21]([C:23]([F:26])([F:25])[F:24])[C:20]2[CH2:27][O:28][C@@H:29]3[C@H:33]([C:19]=2[CH:18]=1)[CH2:32][N:31]([C:9]([O:11][C:12]([CH3:13])([CH3:14])[CH3:15])=[O:10])[CH2:30]3, predict the reactants needed to synthesize it. The reactants are: [C:9](O[C:9]([O:11][C:12]([CH3:15])([CH3:14])[CH3:13])=[O:10])([O:11][C:12]([CH3:15])([CH3:14])[CH3:13])=[O:10].[Br:16][C:17]1[CH:22]=[C:21]([C:23]([F:26])([F:25])[F:24])[C:20]2[CH2:27][O:28][C@@H:29]3[C@H:33]([C:19]=2[CH:18]=1)[CH2:32][NH:31][CH2:30]3.C([O-])(O)=O.[Na+].O. (3) Given the product [Si:1]([O:18][CH2:19][CH2:20][CH2:21][CH:22]([OH:23])[CH2:24][CH3:25])([C:14]([CH3:16])([CH3:17])[CH3:15])([C:8]1[CH:9]=[CH:10][CH:11]=[CH:12][CH:13]=1)[C:2]1[CH:3]=[CH:4][CH:5]=[CH:6][CH:7]=1, predict the reactants needed to synthesize it. The reactants are: [Si:1]([O:18][CH2:19][CH2:20][CH2:21][CH:22]=[O:23])([C:14]([CH3:17])([CH3:16])[CH3:15])([C:8]1[CH:13]=[CH:12][CH:11]=[CH:10][CH:9]=1)[C:2]1[CH:7]=[CH:6][CH:5]=[CH:4][CH:3]=1.[CH3:24][CH2:25][Mg+].[Br-].[NH4+].[Cl-]. (4) The reactants are: P(Cl)(Cl)([Cl:3])=O.[Cl:6][C:7]1[CH:12]=[CH:11][CH:10]=[C:9]([Cl:13])[C:8]=1[N:14]1[C:18]2=[N:19][CH:20]=[N:21][C:22](O)=[C:17]2[CH:16]=[N:15]1. Given the product [Cl:3][C:22]1[N:21]=[CH:20][N:19]=[C:18]2[N:14]([C:8]3[C:7]([Cl:6])=[CH:12][CH:11]=[CH:10][C:9]=3[Cl:13])[N:15]=[CH:16][C:17]=12, predict the reactants needed to synthesize it.